Dataset: Catalyst prediction with 721,799 reactions and 888 catalyst types from USPTO. Task: Predict which catalyst facilitates the given reaction. (1) Reactant: C(OC([NH:8][C@@H:9]([C@H:14]([O:16][CH2:17][C:18]1[CH:23]=[CH:22][CH:21]=[CH:20][CH:19]=1)[CH3:15])[C:10]([NH:12][CH3:13])=[O:11])=O)(C)(C)C.Cl.[Cl-]. Product: [NH2:8][C@@H:9]([C@H:14]([O:16][CH2:17][C:18]1[CH:19]=[CH:20][CH:21]=[CH:22][CH:23]=1)[CH3:15])[C:10]([NH:12][CH3:13])=[O:11]. The catalyst class is: 12. (2) Reactant: [Li+].[BH4-].[N:3]1([C:8]2[N:13]=[CH:12][C:11]([CH2:14][C:15](OCC)=[O:16])=[CH:10][CH:9]=2)[CH:7]=[N:6][N:5]=[N:4]1.O. Product: [N:3]1([C:8]2[N:13]=[CH:12][C:11]([CH2:14][CH2:15][OH:16])=[CH:10][CH:9]=2)[CH:7]=[N:6][N:5]=[N:4]1. The catalyst class is: 1. (3) Reactant: [F:1][C:2]([F:19])([F:18])[C:3]1[CH:8]=[CH:7][C:6]([C:9]2[O:10][CH2:11][CH:12]([C:14]([O:16][CH3:17])=[O:15])[N:13]=2)=[CH:5][CH:4]=1.ClC1C(=O)C(C#N)=C(C#N)C(=O)C=1Cl. Product: [F:19][C:2]([F:1])([F:18])[C:3]1[CH:4]=[CH:5][C:6]([C:9]2[O:10][CH:11]=[C:12]([C:14]([O:16][CH3:17])=[O:15])[N:13]=2)=[CH:7][CH:8]=1. The catalyst class is: 11.